Dataset: Catalyst prediction with 721,799 reactions and 888 catalyst types from USPTO. Task: Predict which catalyst facilitates the given reaction. (1) Reactant: [C:1]([O:5][C:6]([N:8]1[CH2:13][CH2:12][C@@H:11]([C:14]2[CH:19]=[CH:18][C:17]([F:20])=[C:16]([F:21])[CH:15]=2)[C@H:10]([C:22](O)=O)[CH2:9]1)=[O:7])([CH3:4])(C)C.CN(C(ON1N=N[C:35]2C=CC=N[C:34]1=2)=[N+](C)C)C.F[P-](F)(F)(F)(F)F.[Cl:49][C:50]1[C:55]([Cl:56])=[CH:54][CH:53]=[CH:52][C:51]=1[C:57](=[N:60][CH:61]1[CH2:63][CH2:62]1)[NH:58][NH2:59].CCN(C(C)C)C(C)C. Product: [CH:61]1([N:60]2[C:57]([C:51]3[CH:52]=[CH:53][CH:54]=[C:55]([Cl:56])[C:50]=3[Cl:49])=[N:58][N:59]=[C:22]2[C@@H:10]2[C@@H:11]([C:14]3[CH:19]=[CH:18][C:17]([F:20])=[C:16]([F:21])[CH:15]=3)[CH2:12][CH2:13][N:8]([C:6]([O:5][CH2:1][CH2:4][CH2:34][CH3:35])=[O:7])[CH2:9]2)[CH2:62][CH2:63]1. The catalyst class is: 18. (2) Reactant: [Br:1][C:2]1[C:3]([N:9]2[CH2:14][CH2:13][O:12][CH2:11][CH:10]2[C:15]([OH:17])=O)=[N:4][C:5]([Cl:8])=[N:6][CH:7]=1.C(Cl)CCl.C1C=CC2N(O)N=NC=2C=1.C(N(CC)CC)C.[C:39]1([CH3:48])[CH:44]=[CH:43][C:42]([C@@H:45]([NH2:47])[CH3:46])=[CH:41][CH:40]=1. Product: [Br:1][C:2]1[C:3]([N:9]2[CH2:14][CH2:13][O:12][CH2:11][CH:10]2[C:15]([NH:47][C@H:45]([C:42]2[CH:43]=[CH:44][C:39]([CH3:48])=[CH:40][CH:41]=2)[CH3:46])=[O:17])=[N:4][C:5]([Cl:8])=[N:6][CH:7]=1. The catalyst class is: 3.